Dataset: Forward reaction prediction with 1.9M reactions from USPTO patents (1976-2016). Task: Predict the product of the given reaction. (1) Given the reactants C(OC(C1C2C(=CC([C:16]3[CH:21]=[CH:20][C:19]([O:22][CH2:23][CH2:24][CH:25]([CH3:32])[CH2:26][CH2:27][CH2:28][CH:29]([CH3:31])[CH3:30])=[CH:18][CH:17]=3)=CC=2)C(C(OCC)=O)=CC=1)=O)C.[CH3:38][C:39]1[C:48]2[C:43](=[CH:44][CH:45]=[CH:46][CH:47]=2)[C:42]([CH3:49])=[CH:41][C:40]=1Br, predict the reaction product. The product is: [CH3:38][C:39]1[C:48]2[C:43](=[CH:44][CH:45]=[CH:46][CH:47]=2)[C:42]([CH3:49])=[CH:41][C:40]=1[C:16]1[CH:21]=[CH:20][C:19]([O:22][CH2:23][CH2:24][CH:25]([CH3:32])[CH2:26][CH2:27][CH2:28][CH:29]([CH3:31])[CH3:30])=[CH:18][CH:17]=1. (2) Given the reactants [CH3:1][O:2][C:3]1[CH:8]=[CH:7][C:6]([CH:9]2[C:17]3[C:12](=[CH:13][CH:14]=[CH:15][CH:16]=3)[CH:11]([C:18]3[CH:23]=[CH:22][CH:21]=[CH:20][CH:19]=3)[CH:10]2[C:24]([O:26]CC)=[O:25])=[CH:5][CH:4]=1.COC1C=CC(C2C3C(=CC=CC=3)C(C3C=CC=CC=3)=C2C(OCC)=O)=CC=1, predict the reaction product. The product is: [CH3:1][O:2][C:3]1[CH:8]=[CH:7][C:6]([CH:9]2[C:17]3[C:12](=[CH:13][CH:14]=[CH:15][CH:16]=3)[CH:11]([C:18]3[CH:19]=[CH:20][CH:21]=[CH:22][CH:23]=3)[CH:10]2[C:24]([OH:26])=[O:25])=[CH:5][CH:4]=1.